Dataset: Peptide-MHC class I binding affinity with 185,985 pairs from IEDB/IMGT. Task: Regression. Given a peptide amino acid sequence and an MHC pseudo amino acid sequence, predict their binding affinity value. This is MHC class I binding data. (1) The peptide sequence is EVQLVESGGGL. The MHC is Mamu-B01 with pseudo-sequence Mamu-B01. The binding affinity (normalized) is 0. (2) The peptide sequence is RTFSFQLI. The MHC is H-2-Kb with pseudo-sequence H-2-Kb. The binding affinity (normalized) is 0.811. (3) The peptide sequence is VPLRPMTY. The MHC is HLA-B40:01 with pseudo-sequence HLA-B40:01. The binding affinity (normalized) is 0. (4) The peptide sequence is PTKRCRLLK. The MHC is HLA-A31:01 with pseudo-sequence HLA-A31:01. The binding affinity (normalized) is 0.207. (5) The peptide sequence is DKKGKVVGLY. The MHC is HLA-A30:02 with pseudo-sequence HLA-A30:02. The binding affinity (normalized) is 0.913. (6) The peptide sequence is EANASAQTK. The MHC is HLA-A11:01 with pseudo-sequence HLA-A11:01. The binding affinity (normalized) is 0.273. (7) The MHC is HLA-A68:02 with pseudo-sequence HLA-A68:02. The binding affinity (normalized) is 0. The peptide sequence is FLCKQYLNL. (8) The peptide sequence is REILFHNTM. The MHC is HLA-B35:01 with pseudo-sequence HLA-B35:01. The binding affinity (normalized) is 0.0847. (9) The peptide sequence is DLSRHSWDL. The MHC is HLA-A11:01 with pseudo-sequence HLA-A11:01. The binding affinity (normalized) is 0.0847.